The task is: Regression. Given a target protein amino acid sequence and a drug SMILES string, predict the binding affinity score between them. We predict pIC50 (pIC50 = -log10(IC50 in M); higher means more potent). Dataset: bindingdb_ic50.. This data is from Drug-target binding data from BindingDB using IC50 measurements. (1) The compound is O=C(O)Cn1c2ccccc2c2nnc(S)nc21. The target protein (Q5RJP0) has sequence MTTFVKLRTKAKMPLVGLGTWKSPPGQVKEAVKAAIDAGYRHFDCAYVYQNESEVGEAIQEKIKEKAVRREDLFIVSKLWSTFFEKSLMKEAFQKTLSDLKLDYLDLYLIHWPQGLQAGKEFLPKDSQGKVLMSKSTFLDAWEGMEELVDQGLVKALGVSNFNHFQIERLLNKPGLKHKPVTNQVECHPYLTQEKLIQYCHSKGIAVIAYSPLGSPDRPYAKPEDPVVLEIPKIKEIAAKHKKTIAQVLIRFHVQRNVAVIPKSVTLSHIKENIQVFDFQLSEEDMAAILSLNRNWRACGLFVTSDEEDFPFHEEY. The pIC50 is 4.4. (2) The compound is CC[C@@H](C)[C@@H]1NC(=O)[C@@H](Cc2ccc(OC)cc2)NC(=O)[C@H](CCCCCN(O)C=O)NC(=O)[C@@H]2CCCN2C1=O. The target protein (Q9Z2V6) has sequence MNSPNESDGMSGREPSLGILPRTPLHSIPVAVEVKPVLPGAMPSSMGGGGGGSPSPVELRGALAGPMDPALREQQLQQELLVLKQQQQLQKQLLFAEFQKQHDHLTRQHEVQLQKHLKQQQEMLAAKRQQELEQQRQREQQRQEELEKQRLEQQLLILRNKEKSKESAIASTEVKLRLQEFLLSKSKEPTPGGLNHSLPQHPKCWGAHHASLDQSSPPQSGPPGTPPSYKLPLLGPYDSRDDFPLRKTASEPNLKVRSRLKQKVAERRSSPLLRRKDGTVISTFKKRAVEITGTGPGVSSVCNSAPGSGPSSPNSSHSTIAENGFTGSVPNIPTEMIPQHRALPLDSSPNQFSLYTSPSLPNISLGLQATVTVTNSHLTASPKLSTQQEAERQALQSLRQGGTLTGKFMSTSSIPGCLLGVALEGDTSPHGHASLLQHVCSWTGRQQSTLIAVPLHGQSPLVTGERVATSMRTVGKLPRHRPLSRTQSSPLPQSPQALQQ.... The pIC50 is 7.0.